From a dataset of Forward reaction prediction with 1.9M reactions from USPTO patents (1976-2016). Predict the product of the given reaction. (1) Given the reactants [CH:1]1([CH2:8][N:9]2[C:13]3=[N:14][CH:15]=[CH:16][CH:17]=[C:12]3[C:11]([C:18](=[N:20][OH:21])[NH2:19])=[N:10]2)[CH2:7][CH2:6][CH2:5][CH2:4][CH2:3][CH2:2]1.N1C=CC=CC=1.Cl[C:29](OCC(CC)CCCC)=[O:30].O, predict the reaction product. The product is: [CH:1]1([CH2:8][N:9]2[C:13]3=[N:14][CH:15]=[CH:16][CH:17]=[C:12]3[C:11]([C:18]3[NH:19][C:29](=[O:30])[O:21][N:20]=3)=[N:10]2)[CH2:2][CH2:3][CH2:4][CH2:5][CH2:6][CH2:7]1. (2) Given the reactants [Cl:1][C:2]1[C:3]([O:12][C:13]2[CH:18]=[C:17]([O:19][CH:20]([CH3:22])[CH3:21])[CH:16]=[CH:15][C:14]=2[CH2:23][CH2:24][C:25]([O:27]CC)=[O:26])=[N:4][CH:5]=[C:6]([C:8]([F:11])([F:10])[F:9])[CH:7]=1.[OH-].[Na+].Cl, predict the reaction product. The product is: [Cl:1][C:2]1[C:3]([O:12][C:13]2[CH:18]=[C:17]([O:19][CH:20]([CH3:21])[CH3:22])[CH:16]=[CH:15][C:14]=2[CH2:23][CH2:24][C:25]([OH:27])=[O:26])=[N:4][CH:5]=[C:6]([C:8]([F:10])([F:9])[F:11])[CH:7]=1. (3) Given the reactants [C:1]12([CH2:14][CH:13]3[CH:9]1[CH2:10][CH2:11][CH2:12]3)[CH2:3][CH:2]2[C:4]([O:6]CC)=[O:5].C1(C(OCC)=O)C2(CCCCC2)C1, predict the reaction product. The product is: [C:1]12([CH2:14][CH:13]3[CH:9]1[CH2:10][CH2:11][CH2:12]3)[CH2:3][CH:2]2[C:4]([OH:6])=[O:5]. (4) Given the reactants S1C(S)=CC2C=CC=CC1=2.[H-].[Na+].ClC[C:15]([N:17]1[C:26]2[C:21](=[CH:22][CH:23]=[CH:24][CH:25]=2)[CH2:20][CH2:19][CH2:18]1)=O.C1C[O:30]CC1, predict the reaction product. The product is: [NH:17]1[CH2:15][CH2:18][CH2:19][C:20](=[O:30])[C:21]2[CH:22]=[CH:23][CH:24]=[CH:25][C:26]1=2.